Dataset: Full USPTO retrosynthesis dataset with 1.9M reactions from patents (1976-2016). Task: Predict the reactants needed to synthesize the given product. (1) Given the product [CH3:23][O:22][C:20]1[CH:19]=[CH:18][C:17]2[N:24]=[C:6]([C:3]3[CH:4]=[CH:5][S:1][CH:2]=3)[N:15]([C:12]3[CH:13]=[CH:14][C:9]([F:8])=[CH:10][CH:11]=3)[C:16]=2[CH:21]=1, predict the reactants needed to synthesize it. The reactants are: [S:1]1[CH:5]=[CH:4][C:3]([CH:6]=O)=[CH:2]1.[F:8][C:9]1[CH:14]=[CH:13][C:12]([NH:15][C:16]2[C:17]([NH2:24])=[CH:18][CH:19]=[C:20]([O:22][CH3:23])[CH:21]=2)=[CH:11][CH:10]=1.O.C(OCC)(=O)C. (2) Given the product [OH:42][C:25]1([CH2:17][CH2:18][C:19]2[CH:24]=[CH:23][CH:22]=[CH:21][CH:20]=2)[CH:33]=[C:32]2[CH2:34][NH:35][CH:36]([C:8]([NH:7][C:1]3[CH:6]=[CH:5][CH:4]=[CH:3][CH:2]=3)=[O:9])[CH2:37][N:30]3[C:31]2=[C:27]([CH:28]=[CH:29]3)[CH:26]1[C:38]([F:41])([F:40])[F:39], predict the reactants needed to synthesize it. The reactants are: [C:1]1([N:7]=[C:8]=[O:9])[CH:6]=[CH:5][CH:4]=[CH:3][CH:2]=1.FC(F)(F)C(O)=O.[CH2:17]([C:25]1([OH:42])[CH:33]=[C:32]2[CH2:34][NH:35][CH2:36][CH2:37][N:30]3[C:31]2=[C:27]([CH:28]=[CH:29]3)[CH:26]1[C:38]([F:41])([F:40])[F:39])[CH2:18][C:19]1[CH:24]=[CH:23][CH:22]=[CH:21][CH:20]=1.C(N(CC)CC)C.